From a dataset of Full USPTO retrosynthesis dataset with 1.9M reactions from patents (1976-2016). Predict the reactants needed to synthesize the given product. Given the product [NH2:1][C:2]1[N:7]=[C:6]([Cl:25])[C:5]([CH2:9][C:10]2[CH:19]=[CH:18][C:13]([C:14]([O:16][CH3:17])=[O:15])=[CH:12][C:11]=2[O:20][CH3:21])=[C:4]([CH3:22])[N:3]=1, predict the reactants needed to synthesize it. The reactants are: [NH2:1][C:2]1[N:7]=[C:6](O)[C:5]([CH2:9][C:10]2[CH:19]=[CH:18][C:13]([C:14]([O:16][CH3:17])=[O:15])=[CH:12][C:11]=2[O:20][CH3:21])=[C:4]([CH3:22])[N:3]=1.P(Cl)(Cl)([Cl:25])=O.